From a dataset of Full USPTO retrosynthesis dataset with 1.9M reactions from patents (1976-2016). Predict the reactants needed to synthesize the given product. (1) Given the product [C:1]([CH:8]1[CH2:13][C:12]2([CH2:16][NH2:17])[CH2:11][CH2:10][C:9]1([C:18]#[N:20])[CH2:15][CH2:14]2)([O:3][C:4]([CH3:7])([CH3:6])[CH3:5])=[O:2], predict the reactants needed to synthesize it. The reactants are: [C:1]([CH:8]1[CH2:13][C:12]2([CH2:16][NH2:17])[CH2:14][CH2:15][C:9]1([C:18]([NH2:20])=O)[CH2:10][CH2:11]2)([O:3][C:4]([CH3:7])([CH3:6])[CH3:5])=[O:2].C(Cl)(Cl)Cl.CO.O.O. (2) Given the product [CH3:35][N:26]1[C:27]([C:30]([OH:32])=[O:31])=[C:28]([CH3:29])[C:24]([C:21]2[CH:22]=[CH:23][C:18]([O:17][CH2:16][C:4]3[C:5]([N:9]4[C:13](=[O:14])[N:12]([CH3:15])[N:11]=[N:10]4)=[CH:6][CH:7]=[CH:8][C:3]=3[CH2:1][CH3:2])=[C:19]([CH3:36])[CH:20]=2)=[N:25]1, predict the reactants needed to synthesize it. The reactants are: [CH2:1]([C:3]1[C:4]([CH2:16][O:17][C:18]2[CH:23]=[CH:22][C:21]([C:24]3[C:28]([CH3:29])=[C:27]([C:30]([O:32]CC)=[O:31])[N:26]([CH3:35])[N:25]=3)=[CH:20][C:19]=2[CH3:36])=[C:5]([N:9]2[C:13](=[O:14])[N:12]([CH3:15])[N:11]=[N:10]2)[CH:6]=[CH:7][CH:8]=1)[CH3:2].CC1C(COC2C=CC(C3C(C)=C(C(OCC)=O)N(C)N=3)=CC=2C)=C(N2C(=O)N(C)N=N2)C=CC=1.